Dataset: Reaction yield outcomes from USPTO patents with 853,638 reactions. Task: Predict the reaction yield, written as a fraction of the theoretical maximum amount of product (1.0 means a 100% yield; for example, 0.34 means a 34% yield). (1) The reactants are [Cl:1][C:2]1[CH:3]=[C:4]([C@H:8]([NH:10][C:11](=O)[C:12]2[CH:17]=[CH:16][C:15]([O:18][CH3:19])=[C:14]([S:20]([N:23]3[CH2:28][CH2:27][O:26][CH2:25][CH2:24]3)(=[O:22])=[O:21])[CH:13]=2)[CH3:9])[CH:5]=[CH:6][CH:7]=1.B. The catalyst is C1COCC1. The product is [CH3:19][O:18][C:15]1[CH:16]=[CH:17][C:12]([CH2:11][NH:10][C@@H:8]([C:4]2[CH:5]=[CH:6][CH:7]=[C:2]([Cl:1])[CH:3]=2)[CH3:9])=[CH:13][C:14]=1[S:20]([N:23]1[CH2:24][CH2:25][O:26][CH2:27][CH2:28]1)(=[O:22])=[O:21]. The yield is 0.181. (2) The yield is 0.500. The catalyst is C(O)C. The reactants are [Cl:1][C:2]1[CH:3]=[C:4]([CH:10]=[C:11]([Cl:14])[C:12]=1[OH:13])[C:5](OCC)=[O:6].O.[NH2:16][NH2:17]. The product is [Cl:1][C:2]1[CH:3]=[C:4]([CH:10]=[C:11]([Cl:14])[C:12]=1[OH:13])[C:5]([NH:16][NH2:17])=[O:6]. (3) The product is [CH3:1][S:2]([C:5]1[CH:6]=[CH:7][C:8]([S:14][CH2:15][C:16]([F:19])([F:18])[F:17])=[C:9]([C:10]([N:31]2[CH2:30][CH2:29][N:28]([C:25]3[CH:24]=[CH:23][C:22]([C:21]([F:34])([F:35])[F:20])=[CH:27][CH:26]=3)[CH2:33][CH2:32]2)=[O:12])[CH:13]=1)(=[O:3])=[O:4]. The yield is 0.760. No catalyst specified. The reactants are [CH3:1][S:2]([C:5]1[CH:6]=[CH:7][C:8]([S:14][CH2:15][C:16]([F:19])([F:18])[F:17])=[C:9]([CH:13]=1)[C:10]([OH:12])=O)(=[O:4])=[O:3].[F:20][C:21]([F:35])([F:34])[C:22]1[CH:27]=[CH:26][C:25]([N:28]2[CH2:33][CH2:32][NH:31][CH2:30][CH2:29]2)=[CH:24][CH:23]=1. (4) The reactants are [N:1]1[CH:6]=[CH:5][CH:4]=[C:3]([C:7]2[S:8][CH:9]=[C:10]([C:12]([OH:14])=O)[N:11]=2)[CH:2]=1.[NH2:15][C@H:16]([CH3:32])[CH2:17][N:18]1[CH:22]=[CH:21][C:20]([C:23]2[CH:30]=[CH:29][C:26]([C:27]#[N:28])=[C:25]([Cl:31])[CH:24]=2)=[N:19]1. No catalyst specified. The product is [Cl:31][C:25]1[CH:24]=[C:23]([C:20]2[CH:21]=[CH:22][N:18]([CH2:17][C@H:16]([NH:15][C:12]([C:10]3[N:11]=[C:7]([C:3]4[CH:2]=[N:1][CH:6]=[CH:5][CH:4]=4)[S:8][CH:9]=3)=[O:14])[CH3:32])[N:19]=2)[CH:30]=[CH:29][C:26]=1[C:27]#[N:28]. The yield is 0.0106. (5) The reactants are [Cl:1][C:2]1[CH:21]=[CH:20][C:5]([CH2:6][N:7]2[C:16]3[C:11](=[CH:12][CH:13]=[CH:14][CH:15]=3)[CH:10]=[C:9]([CH:17]=O)[C:8]2=[O:19])=[CH:4][CH:3]=1.[S:22]1[CH2:26][C:25](=[O:27])[NH:24][C:23]1=[O:28]. The catalyst is C1(C)C=CC=CC=1.N1CCCCC1.C(O)(=O)C. The product is [Cl:1][C:2]1[CH:3]=[CH:4][C:5]([CH2:6][N:7]2[C:16]3[C:11](=[CH:12][CH:13]=[CH:14][CH:15]=3)[CH:10]=[C:9]([CH:17]=[C:26]3[S:22][C:23](=[O:28])[NH:24][C:25]3=[O:27])[C:8]2=[O:19])=[CH:20][CH:21]=1. The yield is 0.680. (6) The reactants are [F:1][C:2]1[CH:3]=[C:4]2[C:8](=[CH:9][C:10]=1[F:11])[N:7]([S:12]([C:15]1[CH:20]=[CH:19][CH:18]=[CH:17][CH:16]=1)(=[O:14])=[O:13])[CH:6]=[C:5]2I.CC1(C)C(C)(C)OB([C:30]2[CH:31]=[N:32][N:33]([C:35]([O:37][C:38]([CH3:41])([CH3:40])[CH3:39])=[O:36])[CH:34]=2)O1.[O-]P([O-])([O-])=O.[K+].[K+].[K+]. The catalyst is O1CCOCC1.O.C1C=CC(P(C2C=CC=CC=2)[C-]2C=CC=C2)=CC=1.C1C=CC(P(C2C=CC=CC=2)[C-]2C=CC=C2)=CC=1.Cl[Pd]Cl.[Fe+2]. The product is [F:1][C:2]1[CH:3]=[C:4]2[C:8](=[CH:9][C:10]=1[F:11])[N:7]([S:12]([C:15]1[CH:20]=[CH:19][CH:18]=[CH:17][CH:16]=1)(=[O:14])=[O:13])[CH:6]=[C:5]2[C:30]1[CH:31]=[N:32][N:33]([C:35]([O:37][C:38]([CH3:41])([CH3:40])[CH3:39])=[O:36])[CH:34]=1. The yield is 0.620. (7) The reactants are C(N1C=CN=C1)(N1C=CN=C1)=O.[CH:13]1([C:19]2[C:20]3[CH:21]=[CH:22][C:23]([C:43]([OH:45])=O)=[CH:24][C:25]=3[N:26]3[CH2:32][C:31]([C:33]([O:35][CH3:36])=[O:34])=[CH:30][C:29]4[CH:37]=[C:38]([O:41][CH3:42])[CH:39]=[CH:40][C:28]=4[C:27]=23)[CH2:18][CH2:17][CH2:16][CH2:15][CH2:14]1.[CH3:46][CH:47]([S:49]([NH2:52])(=[O:51])=[O:50])[CH3:48].C1CCN2C(=NCCC2)CC1. The catalyst is C1COCC1.CCOC(C)=O. The product is [CH:13]1([C:19]2[C:20]3[CH:21]=[CH:22][C:23]([C:43](=[O:45])[NH:52][S:49]([CH:47]([CH3:48])[CH3:46])(=[O:51])=[O:50])=[CH:24][C:25]=3[N:26]3[CH2:32][C:31]([C:33]([O:35][CH3:36])=[O:34])=[CH:30][C:29]4[CH:37]=[C:38]([O:41][CH3:42])[CH:39]=[CH:40][C:28]=4[C:27]=23)[CH2:14][CH2:15][CH2:16][CH2:17][CH2:18]1. The yield is 0.850.